From a dataset of NCI-60 drug combinations with 297,098 pairs across 59 cell lines. Regression. Given two drug SMILES strings and cell line genomic features, predict the synergy score measuring deviation from expected non-interaction effect. (1) Drug 1: COC1=NC(=NC2=C1N=CN2C3C(C(C(O3)CO)O)O)N. Drug 2: CC1=C(C(=CC=C1)Cl)NC(=O)C2=CN=C(S2)NC3=CC(=NC(=N3)C)N4CCN(CC4)CCO. Cell line: OVCAR3. Synergy scores: CSS=2.43, Synergy_ZIP=1.21, Synergy_Bliss=3.04, Synergy_Loewe=-19.5, Synergy_HSA=-5.10. (2) Drug 1: C1=CC(=CC=C1CC(C(=O)O)N)N(CCCl)CCCl.Cl. Drug 2: CC=C1C(=O)NC(C(=O)OC2CC(=O)NC(C(=O)NC(CSSCCC=C2)C(=O)N1)C(C)C)C(C)C. Cell line: OVCAR3. Synergy scores: CSS=37.5, Synergy_ZIP=-0.277, Synergy_Bliss=2.61, Synergy_Loewe=-23.3, Synergy_HSA=2.08. (3) Drug 1: CN1C(=O)N2C=NC(=C2N=N1)C(=O)N. Drug 2: C1CCC(C(C1)N)N.C(=O)(C(=O)[O-])[O-].[Pt+4]. Cell line: A549. Synergy scores: CSS=25.1, Synergy_ZIP=-0.216, Synergy_Bliss=-0.205, Synergy_Loewe=-11.9, Synergy_HSA=1.82.